From a dataset of Ames mutagenicity test results for genotoxicity prediction. Regression/Classification. Given a drug SMILES string, predict its toxicity properties. Task type varies by dataset: regression for continuous values (e.g., LD50, hERG inhibition percentage) or binary classification for toxic/non-toxic outcomes (e.g., AMES mutagenicity, cardiotoxicity, hepatotoxicity). Dataset: ames. (1) The molecule is O=C(CCl)NCc1ccccc1. The result is 1 (mutagenic). (2) The drug is Nc1cc(Cl)c([N+](=O)[O-])cc1O. The result is 1 (mutagenic). (3) The drug is CC1(C)CC(C(=O)NC(CO)C(O)CO)C(C)(C)[N+]1=O. The result is 0 (non-mutagenic). (4) The molecule is CCc1cc(C(C)(C)C)c(O)c(C(C)(C)C)c1. The result is 0 (non-mutagenic). (5) The molecule is Cc1cccc(N)c1N. The result is 1 (mutagenic).